The task is: Binary Classification. Given a miRNA mature sequence and a target amino acid sequence, predict their likelihood of interaction.. This data is from Experimentally validated miRNA-target interactions with 360,000+ pairs, plus equal number of negative samples. (1) The miRNA is hsa-miR-6720-5p with sequence UUCCAGCCCUGGUAGGCGCCGCG. The protein sequence of the target gene is MLLGQLSTLLCLLSGALPTGSGRPEPQSPRPQSWAAANQTWALGPGALPPLVPASALGSWKAFLGLQKARQLGMGRLQRGQDEVAAVTLPLNPQEVIQGMCKAVPFVQVFSRPGCSAIRLRNHLCFGHCSSLYIPGSDPTPLVLCNSCMPARKRWAPVVLWCLTGSSASRRRVKISTMLIEGCHCSPKA. Result: 1 (interaction). (2) The protein sequence of the target gene is MGLCTLQPLGPPRKSSTSCGTWTASGLPSLGHLPRRLRLAFDFLEPRARGQRGGSGGCQSTRAAERTRPPHPPNAVLLLQPEPSLTWAQGRGCRGHFRSLPAAASRSGSRTLRCASSDRSLREQKQRRAGPDPTPSPAPPPAGPRPSPGSLGPSAPAAPRTARGAYELQGGASQDGPGQAAVGATPTTGPGTGGEGALLGCGSGRTPPTSATWRRRLLPAEVPPGAAAANFPERERL. Result: 1 (interaction). The miRNA is hsa-miR-744-5p with sequence UGCGGGGCUAGGGCUAACAGCA. (3) The miRNA is hsa-miR-136-5p with sequence ACUCCAUUUGUUUUGAUGAUGGA. The protein sequence of the target gene is MAAPSGGVNCEEFAEFQELLKVMRTIDDRIVHELNTTVPTASFAGKIDASQTCKQLYESLMAAHASRDRVIKNCIAQTSAVVKNLREEREKNLDDLTLLKQLRKEQTKLKWMQSELNVEEVVNDRSWKVFNERCRIHFKPPKNE. Result: 1 (interaction). (4) The miRNA is mmu-miR-3473d with sequence CCACUGAGCCACUUUCCAGCCCUU. The protein sequence of the target gene is MAVSTQQLAEELQIFGLDYEDSLLEKLAELCVLYRQTEDGMVSELIAFCTSAGKTCLTVDILNSFEYEVLNKKLSKAWHSASKDSGHAGTRDIVSIQELIEAEEEEETLLSSYTTPSKGPLKRVSSTPETPLTKRSVAARSPRQLLSPSSFSPSATPSQKYTSRTNRGEVVTTFGSAQGLSWSGRGGSGSVSLKVVGDPEPLTGSYKAMFQQLMGVREVLTSKIEELGSELKEHHKIEAFTPLLVPAQEPVILLGQIGCDSNGKLNSKSVILEGDQEHSYGAQIPVDLSELKEYSLFPGQ.... Result: 1 (interaction). (5) The miRNA is hsa-miR-29a-5p with sequence ACUGAUUUCUUUUGGUGUUCAG. The protein sequence of the target gene is MAAKQTEPVTIISLRKLSQAAPEPQQKETKTFTVEDAVETIGFGRFHIALFLIMGSTGVVEAMEIMLIAVVSPVIRCEWQLENWQVAFVTTMVFFGYMVSSILFGLLADRYGRWKILLLSFLWGAYFSLLTSFSPSYIWFVFLRTMVGCGVSGHAQGLIIKTEFLPTKYRGYMLPLSQVFWLAGSLLIISMASVVIPTIGWRWLIRIASIPGIILIMAFKFIPESARFNVSTGNTQAALNTLESIAKMNRSVMPEGQLVEPILEKRGRFADLLDSKYLRTTLQIWIIWLGISFAYYGVIL.... Result: 0 (no interaction). (6) The protein sequence of the target gene is MSERKEGRGKGKGKKKERGSGKKPESAAGSQSPALPPRLKEMKSQESAAGSKLVLRCETSSEYSSLRFKWFKNGNELNRKNKPQNIKIQKKPGKSELRINKASLADSGEYMCKVISKLGNDSASANITIVESNEIITGMPASTEGAYVSSESPIRISVSTEGANTSSSTSTSTTGTSHLVKCAEKEKTFCVNGGECFMVKDLSNPSRYLCKCQPGFTGARCTENVPMKVQNQEKAEELYQKRVLTITGICIALLVVGIMCVVAYCKTKKQRKKLHDRLRQSLRSERNNMMNIANGPHHPN.... The miRNA is hsa-miR-6849-3p with sequence ACCAGCCUGUGUCCACCUCCAG. Result: 0 (no interaction). (7) The miRNA is mmu-miR-297a-5p with sequence AUGUAUGUGUGCAUGUGCAUGU. The protein sequence of the target gene is MDCRVHMRPIGLTWVLQLTLAWILLEACGGSRPLQARSQQHHGLAADLGKGKLHLAGPCCPSEMDTTETSGPGNHPERCGVPSPECESFLEHLQRALRSRFRLRLLGVRQAQPLCEELCQAWFANCEDDITCGPTWLPLSEKRGCEPSCLTYGQTFADGTDLCRSALGHALPVAAPGARHCFNISISAVPRPRPGRRGREAPSRRSRSPRTSILDAAGSGSGSGSGSGP. Result: 0 (no interaction). (8) The miRNA is hsa-miR-4527 with sequence UGGUCUGCAAAGAGAUGACUGU. The protein sequence of the target gene is MDWGTLQSILGGVNKHSTSIGKIWLTVLFIFRIMILVVAAKEVWGDEQADFVCNTLQPGCKNVCYDHHFPISHIRLWALQLIMVSTPALLVAMHVAYRRHEKKRKFMKGEIKNEFKDIEEIKTQKVRIEGSLWWTYTTSIFFRVIFEAVFMYVFYIMYNGFFMQRLVKCNAWPCPNTVDCFISRPTEKTVFTVFMISVSGICILLNITELCYLFVRYCSGKSKRPV. Result: 0 (no interaction).